Predict the reactants needed to synthesize the given product. From a dataset of Full USPTO retrosynthesis dataset with 1.9M reactions from patents (1976-2016). (1) Given the product [CH2:1]([O:8][C:9]1[CH:14]=[CH:13][C:12]([N:15]([C:16]2[CH:17]=[CH:18][C:19]([CH:22]([CH3:25])[CH2:23][O:24][CH3:29])=[CH:20][CH:21]=2)[CH3:26])=[CH:11][CH:10]=1)[C:2]1[CH:3]=[CH:4][CH:5]=[CH:6][CH:7]=1, predict the reactants needed to synthesize it. The reactants are: [CH2:1]([O:8][C:9]1[CH:14]=[CH:13][C:12]([N:15]([CH3:26])[C:16]2[CH:21]=[CH:20][C:19]([CH:22]([CH3:25])[CH2:23][OH:24])=[CH:18][CH:17]=2)=[CH:11][CH:10]=1)[C:2]1[CH:7]=[CH:6][CH:5]=[CH:4][CH:3]=1.[H-].[Na+].[CH3:29]I. (2) Given the product [OH:26][NH:25][C:20](=[NH:21])[CH2:19][N:16]1[C:17]([CH3:18])=[C:13]([CH2:12][C:6]2[CH:5]=[C:4]([CH3:23])[C:3]([O:2][CH3:1])=[C:11]3[C:7]=2[CH2:8][CH2:9][CH2:10]3)[C:14]([CH3:22])=[N:15]1, predict the reactants needed to synthesize it. The reactants are: [CH3:1][O:2][C:3]1[C:4]([CH3:23])=[CH:5][C:6]([CH2:12][C:13]2[C:14]([CH3:22])=[N:15][N:16]([CH2:19][C:20]#[N:21])[C:17]=2[CH3:18])=[C:7]2[C:11]=1[CH2:10][CH2:9][CH2:8]2.Cl.[NH2:25][OH:26].C(=O)([O-])[O-].[K+].[K+]. (3) Given the product [Cl:1][C:2]1[CH:7]=[CH:6][C:5]([C:28]2[CH:29]=[CH:30][CH:31]=[C:26]([Cl:25])[N:27]=2)=[CH:4][C:3]=1[C:11]([NH:13][CH2:14][C:15]12[CH2:24][CH:19]3[CH2:20][CH:21]([CH2:23][CH:17]([CH2:18]3)[CH2:16]1)[CH2:22]2)=[O:12], predict the reactants needed to synthesize it. The reactants are: [Cl:1][C:2]1[CH:7]=[CH:6][C:5](B(O)O)=[CH:4][C:3]=1[C:11]([NH:13][CH2:14][C:15]12[CH2:24][CH:19]3[CH2:20][CH:21]([CH2:23][CH:17]([CH2:18]3)[CH2:16]1)[CH2:22]2)=[O:12].[Cl:25][C:26]1[CH:31]=[CH:30][CH:29]=[C:28](Cl)[N:27]=1. (4) Given the product [CH2:1]([N:3]1[C:7]2=[N:8][C:9]([CH2:32][CH3:33])=[C:10]([CH2:19][NH:20][C:21](=[O:31])[C:44]3[CH:43]=[CH:39][CH:38]=[C:37]([N+:34]([O-:36])=[O:35])[CH:45]=3)[C:11]([NH:12][CH:13]3[CH2:18][CH2:17][O:16][CH2:15][CH2:14]3)=[C:6]2[CH:5]=[N:4]1)[CH3:2], predict the reactants needed to synthesize it. The reactants are: [CH2:1]([N:3]1[C:7]2=[N:8][C:9]([CH2:32][CH3:33])=[C:10]([CH2:19][NH:20][C:21](=[O:31])C3C=CC([N+]([O-])=O)=CC=3)[C:11]([NH:12][CH:13]3[CH2:18][CH2:17][O:16][CH2:15][CH2:14]3)=[C:6]2[CH:5]=[N:4]1)[CH3:2].[N+:34]([C:37]1[CH:38]=[C:39]([CH:43]=[CH:44][CH:45]=1)C(Cl)=O)([O-:36])=[O:35].